Dataset: Reaction yield outcomes from USPTO patents with 853,638 reactions. Task: Predict the reaction yield, written as a fraction of the theoretical maximum amount of product (1.0 means a 100% yield; for example, 0.34 means a 34% yield). (1) The reactants are Cl[C:2]1[C:7]2=[C:8]([Cl:11])[CH:9]=[CH:10][N:6]2[N:5]=[CH:4][N:3]=1.[F:12][C:13]1[CH:18]=[C:17]([N+:19]([O-:21])=[O:20])[CH:16]=[CH:15][C:14]=1[OH:22].C(=O)([O-])[O-].[K+].[K+]. The catalyst is CN(C=O)C. The product is [Cl:11][C:8]1[CH:9]=[CH:10][N:6]2[C:7]=1[C:2]([O:22][C:14]1[CH:15]=[CH:16][C:17]([N+:19]([O-:21])=[O:20])=[CH:18][C:13]=1[F:12])=[N:3][CH:4]=[N:5]2. The yield is 0.710. (2) The reactants are C(NC(C)C)(C)C.C([Li])CCC.[CH3:13][O:14][C:15]([CH:17]1[CH2:21][CH2:20][CH2:19][CH2:18]1)=[O:16].[Br:22][CH2:23][CH2:24]Br.[Cl-].[NH4+]. The catalyst is C1COCC1. The product is [CH3:13][O:14][C:15]([C:17]1([CH2:24][CH2:23][Br:22])[CH2:21][CH2:20][CH2:19][CH2:18]1)=[O:16]. The yield is 0.490. (3) The reactants are [NH:1]1[CH2:6][CH2:5][O:4][CH2:3][CH2:2]1.C(N(CC)CC)C.[F:14][C:15]1[CH:16]=[CH:17][C:18]([CH3:24])=[C:19]([CH:23]=1)[C:20](Cl)=[O:21]. The catalyst is C(Cl)Cl. The product is [F:14][C:15]1[CH:16]=[CH:17][C:18]([CH3:24])=[C:19]([C:20]([N:1]2[CH2:6][CH2:5][O:4][CH2:3][CH2:2]2)=[O:21])[CH:23]=1. The yield is 0.980. (4) The reactants are [I:1][C:2]1[N:6]2[CH:7]=[C:8]([C:15]3[CH:20]=[CH:19][CH:18]=[CH:17][CH:16]=3)[N:9]=[C:10](S(C)(=O)=O)[C:5]2=[N:4][CH:3]=1.[CH2:21]([NH2:25])[CH:22]([CH3:24])[CH3:23]. The catalyst is CN(C=O)C. The product is [I:1][C:2]1[N:6]2[CH:7]=[C:8]([C:15]3[CH:20]=[CH:19][CH:18]=[CH:17][CH:16]=3)[N:9]=[C:10]([NH:25][CH2:21][CH:22]([CH3:24])[CH3:23])[C:5]2=[N:4][CH:3]=1. The yield is 0.798. (5) The reactants are [NH2:1][C:2]1[N:3]=[C:4]([NH:17][CH:18]2[CH2:23][CH2:22][N:21]([S:24]([CH2:27][CH2:28][CH2:29]I)(=[O:26])=[O:25])[CH2:20][CH2:19]2)[S:5][C:6]=1[C:7]([C:9]1[C:14]([F:15])=[CH:13][CH:12]=[CH:11][C:10]=1[F:16])=[O:8].[CH3:31][CH:32]1[CH2:37][CH2:36][NH:35][CH2:34][CH2:33]1. No catalyst specified. The product is [NH2:1][C:2]1[N:3]=[C:4]([NH:17][CH:18]2[CH2:23][CH2:22][N:21]([S:24]([CH2:27][CH2:28][CH2:29][N:35]3[CH2:36][CH2:37][CH:32]([CH3:31])[CH2:33][CH2:34]3)(=[O:26])=[O:25])[CH2:20][CH2:19]2)[S:5][C:6]=1[C:7]([C:9]1[C:14]([F:15])=[CH:13][CH:12]=[CH:11][C:10]=1[F:16])=[O:8]. The yield is 0.510. (6) The reactants are [F:1][C:2]([F:19])([C:13]1[CH:18]=[CH:17][CH:16]=[CH:15][CH:14]=1)[CH2:3][O:4][CH:5]=[CH:6][CH:7]([OH:12])[CH2:8][CH2:9][CH2:10][CH3:11].C1(CCCCOCCC=O)C=CC=CC=1. No catalyst specified. The product is [F:1][C:2]([F:19])([C:13]1[CH:14]=[CH:15][CH:16]=[CH:17][CH:18]=1)[CH2:3][O:4][CH2:5][CH2:6][C:7](=[O:12])[CH2:8][CH2:9][CH:10]=[CH2:11]. The yield is 0.430.